From a dataset of Peptide-MHC class I binding affinity with 185,985 pairs from IEDB/IMGT. Regression. Given a peptide amino acid sequence and an MHC pseudo amino acid sequence, predict their binding affinity value. This is MHC class I binding data. (1) The peptide sequence is RQMRASAPL. The MHC is HLA-C06:02 with pseudo-sequence HLA-C06:02. The binding affinity (normalized) is 0.0847. (2) The peptide sequence is FTSSFYNYV. The MHC is HLA-C06:02 with pseudo-sequence HLA-C06:02. The binding affinity (normalized) is 0.585. (3) The peptide sequence is YMTLQAVTF. The MHC is HLA-A02:01 with pseudo-sequence HLA-A02:01. The binding affinity (normalized) is 0.0847.